From a dataset of Catalyst prediction with 721,799 reactions and 888 catalyst types from USPTO. Predict which catalyst facilitates the given reaction. (1) Reactant: [CH3:1][O:2][C:3]1[CH:8]=[CH:7][C:6]([O:9][CH3:10])=[CH:5][C:4]=1[CH2:11][C:12]([O:14][CH3:15])=[O:13].[H-].[Na+].IC.[CH2:20](OCC)C. Product: [CH3:1][O:2][C:3]1[CH:8]=[CH:7][C:6]([O:9][CH3:10])=[CH:5][C:4]=1[CH:11]([CH3:20])[C:12]([O:14][CH3:15])=[O:13]. The catalyst class is: 7. (2) Reactant: Br[CH2:2][CH2:3][CH2:4][CH2:5][CH2:6][CH2:7][CH2:8][CH2:9][CH2:10][CH2:11][C:12]([O:14][CH3:15])=[O:13].[N-:16]=[N+:17]=[N-:18].[Na+]. Product: [CH3:15][O:14][C:12](=[O:13])[CH2:11][CH2:10][CH2:9][CH2:8][CH2:7][CH2:6][CH2:5][CH2:4][CH2:3][CH2:2][N:16]=[N+:17]=[N-:18]. The catalyst class is: 16. (3) Reactant: [CH3:1][O:2][C:3]1[CH:8]=[CH:7][C:6]([CH2:9][CH2:10][C:11]([NH2:13])=[O:12])=[CH:5][CH:4]=1.[CH2:14]([SnH:18]([CH2:23][CH2:24][CH2:25][CH3:26])[CH2:19][CH2:20][CH2:21][CH3:22])[CH2:15][CH2:16][CH3:17]. Product: [CH2:23]([Sn:18]([CH2:14][CH2:15][CH2:16][CH3:17])([CH2:19][CH2:20][CH2:21][CH3:22])/[C:10](=[CH:9]/[C:6]1[CH:5]=[CH:4][C:3]([O:2][CH3:1])=[CH:8][CH:7]=1)/[C:11]([NH2:13])=[O:12])[CH2:24][CH2:25][CH3:26]. The catalyst class is: 7. (4) Reactant: [F:1][C:2]1[CH:10]=[C:9]([C:11]2[CH:16]=[CH:15][C:14]([F:17])=[CH:13][CH:12]=2)[C:8]2[N:7]3[CH2:18][CH2:19][NH:20][C:21](=[O:22])[C:6]3=[CH:5][C:4]=2[CH:3]=1.[H-].[Na+].I[CH3:26]. Product: [F:1][C:2]1[CH:10]=[C:9]([C:11]2[CH:16]=[CH:15][C:14]([F:17])=[CH:13][CH:12]=2)[C:8]2[N:7]3[CH2:18][CH2:19][N:20]([CH3:26])[C:21](=[O:22])[C:6]3=[CH:5][C:4]=2[CH:3]=1. The catalyst class is: 3.